This data is from Reaction yield outcomes from USPTO patents with 853,638 reactions. The task is: Predict the reaction yield, written as a fraction of the theoretical maximum amount of product (1.0 means a 100% yield; for example, 0.34 means a 34% yield). (1) The reactants are [Cl-].O[NH3+:3].[C:4](=[O:7])([O-])[OH:5].[Na+].CS(C)=O.[F:13][C:14]1[CH:15]=[C:16]([C:44]2[C:45]([C:50]#[N:51])=[CH:46][CH:47]=[CH:48][CH:49]=2)[CH:17]=[CH:18][C:19]=1[CH2:20][C:21]1[C:22](=[O:43])[N:23]([C@H:33]2[CH2:36][C@H:35]([O:37][CH2:38][C:39]([OH:42])([CH3:41])[CH3:40])[CH2:34]2)[C:24]2[N:25]([N:30]=[CH:31][N:32]=2)[C:26]=1[CH2:27][CH2:28][CH3:29]. The catalyst is O.C(OCC)(=O)C. The product is [F:13][C:14]1[CH:15]=[C:16]([C:44]2[CH:49]=[CH:48][CH:47]=[CH:46][C:45]=2[C:50]2[NH:3][C:4](=[O:7])[O:5][N:51]=2)[CH:17]=[CH:18][C:19]=1[CH2:20][C:21]1[C:22](=[O:43])[N:23]([C@H:33]2[CH2:36][C@H:35]([O:37][CH2:38][C:39]([OH:42])([CH3:40])[CH3:41])[CH2:34]2)[C:24]2[N:25]([N:30]=[CH:31][N:32]=2)[C:26]=1[CH2:27][CH2:28][CH3:29]. The yield is 0.730. (2) The reactants are C=O.[F:3][C:4]1[CH:5]=[CH:6][C:7]([CH2:14][CH2:15][C:16]2[C:21]([C:22]([F:25])([F:24])[F:23])=[CH:20][N:19]=[C:18]([NH:26][C:27]3[CH:32]=[CH:31][C:30]([CH:33]4[CH2:38][CH2:37][NH:36][CH2:35][CH2:34]4)=[CH:29][CH:28]=3)[N:17]=2)=[C:8]([CH2:10][C:11]([NH2:13])=[O:12])[CH:9]=1.[C:39](O[BH-](OC(=O)C)OC(=O)C)(=O)C.[Na+]. The catalyst is CO. The product is [F:3][C:4]1[CH:5]=[CH:6][C:7]([CH2:14][CH2:15][C:16]2[C:21]([C:22]([F:24])([F:25])[F:23])=[CH:20][N:19]=[C:18]([NH:26][C:27]3[CH:32]=[CH:31][C:30]([CH:33]4[CH2:38][CH2:37][N:36]([CH3:39])[CH2:35][CH2:34]4)=[CH:29][CH:28]=3)[N:17]=2)=[C:8]([CH2:10][C:11]([NH2:13])=[O:12])[CH:9]=1. The yield is 0.870. (3) The reactants are [F:1][C:2]1[CH:7]=[C:6]([I:8])[CH:5]=[CH:4][C:3]=1[CH2:9][C:10]([OH:12])=[O:11].[CH3:13][Si:14]([CH3:19])([CH3:18])[CH2:15][CH2:16]O.Cl.CN(C)CCCN=C=NCC.C(OCC)(=O)C. The catalyst is ClCCl.CN(C)C1C=CN=CC=1.CCCCCC. The product is [CH3:13][Si:14]([CH3:19])([CH3:18])[CH2:15][CH2:16][O:11][C:10](=[O:12])[CH2:9][C:3]1[CH:4]=[CH:5][C:6]([I:8])=[CH:7][C:2]=1[F:1]. The yield is 0.910. (4) No catalyst specified. The yield is 0.448. The product is [C:1]([O:5][C:6](=[O:17])[NH:7][CH2:8][CH2:9][C:10]1[CH:15]=[CH:14][C:13]([O:16][C:21]2[CH:22]=[CH:23][CH:24]=[C:25]([C:27]#[N:28])[N:26]=2)=[CH:12][CH:11]=1)([CH3:4])([CH3:2])[CH3:3]. The reactants are [C:1]([O:5][C:6](=[O:17])[NH:7][CH2:8][CH2:9][C:10]1[CH:15]=[CH:14][C:13]([OH:16])=[CH:12][CH:11]=1)([CH3:4])([CH3:3])[CH3:2].[H-].[Na+].Br[C:21]1[N:26]=[C:25]([C:27]#[N:28])[CH:24]=[CH:23][CH:22]=1. (5) The reactants are CC([O-])(C)C.[Na+].Cl[C:8]1[CH:13]=[CH:12][C:11]([CH3:14])=[CH:10][CH:9]=1.[CH3:15][CH:16]([CH3:20])[C:17](=[O:19])[CH3:18].[C:21]1([CH3:27])[CH:26]=[CH:25][CH:24]=[CH:23][CH:22]=1. The catalyst is C1C=CC(/C=C/C(/C=C/C2C=CC=CC=2)=O)=CC=1.C1C=CC(/C=C/C(/C=C/C2C=CC=CC=2)=O)=CC=1.C1C=CC(/C=C/C(/C=C/C2C=CC=CC=2)=O)=CC=1.[Pd].[Pd]. The product is [CH3:27][C:21]1[CH:26]=[CH:25][C:24]([CH:18]([C:8]2[CH:13]=[CH:12][C:11]([CH3:14])=[CH:10][CH:9]=2)[C:17](=[O:19])[CH:16]([CH3:20])[CH3:15])=[CH:23][CH:22]=1. The yield is 0.790. (6) The reactants are [O:1]1[CH2:6][CH2:5][CH:4]=[C:3]([O:7][Si](C)(C)C)[CH2:2]1.C(O[CH2:16][C:17]1[CH:22]=[CH:21][C:20]([O:23][CH3:24])=[CH:19][CH:18]=1)(=O)C. The catalyst is C(Cl)Cl.FC(F)(F)S(NS(C(F)(F)F)(=O)=O)(=O)=O. The product is [CH3:24][O:23][C:20]1[CH:21]=[CH:22][C:17]([CH2:16][CH:4]2[CH2:5][CH2:6][O:1][CH2:2][C:3]2=[O:7])=[CH:18][CH:19]=1. The yield is 0.880. (7) The reactants are [CH3:1][N:2]([CH2:15][CH2:16][N:17]1[CH2:22][CH2:21][O:20][CH2:19][CH2:18]1)[C:3]([C:5]1[CH:6]=[C:7]([CH:12]=[CH:13][CH:14]=1)[C:8]([O:10]C)=[O:9])=[O:4].O.[OH-].[Li+]. The catalyst is O1CCCC1.O. The product is [CH3:1][N:2]([CH2:15][CH2:16][N:17]1[CH2:22][CH2:21][O:20][CH2:19][CH2:18]1)[C:3]([C:5]1[CH:6]=[C:7]([CH:12]=[CH:13][CH:14]=1)[C:8]([OH:10])=[O:9])=[O:4]. The yield is 0.650. (8) The reactants are [CH2:1]1[O:13][C:12]2[CH:11]=[C:10]3[C:5]([C:6]([N:14]([CH2:28][CH2:29][CH2:30][CH3:31])[C:15](=[O:27])[C:16]4[CH:21]=[C:20]([O:22][CH3:23])[C:19]([O:24][CH3:25])=[CH:18][C:17]=4I)=[CH:7][CH:8]=[N:9]3)=[CH:4][C:3]=2[O:2]1.CC1C=CC=CC=1P(C1C=CC=CC=1C)C1C=CC=CC=1C. The catalyst is CN(C=O)C.C(Cl)(Cl)Cl.CC([O-])=O.CC([O-])=O.[Pd+2]. The product is [CH3:23][O:22][C:20]1[C:19]([O:24][CH3:25])=[CH:18][C:17]2[C:7]3[C:6](=[C:5]4[CH:4]=[C:3]5[O:2][CH2:1][O:13][C:12]5=[CH:11][C:10]4=[N:9][CH:8]=3)[N:14]([CH2:28][CH2:29][CH2:30][CH3:31])[C:15](=[O:27])[C:16]=2[CH:21]=1. The yield is 0.240. (9) The catalyst is CCO. The yield is 0.290. The reactants are [CH:1]([NH:4][C:5]1[S:6][C:7]2[CH:12]=[C:11]([CH:13]=[O:14])[N:10]=[CH:9][C:8]=2[N:15]=1)([CH3:3])[CH3:2].[F:16][C:17]1[CH:22]=[CH:21][CH:20]=[CH:19][C:18]=1[CH:23]([N+:34]#[C-:35])S(C1C=CC(C)=CC=1)(=O)=O.C([O-])([O-])=O.[K+].[K+]. The product is [F:16][C:17]1[CH:22]=[CH:21][CH:20]=[CH:19][C:18]=1[C:23]1[N:34]=[CH:35][O:14][C:13]=1[C:11]1[N:10]=[CH:9][C:8]2[N:15]=[C:5]([NH:4][CH:1]([CH3:3])[CH3:2])[S:6][C:7]=2[CH:12]=1. (10) The product is [NH:20]([C:14](=[O:16])[CH2:13][CH:11]1[CH2:12][CH:9]([NH:8][C:6](=[O:7])[O:5][C:1]([CH3:4])([CH3:3])[CH3:2])[CH2:10]1)[NH2:21]. The catalyst is CCO. The yield is 0.970. The reactants are [C:1]([O:5][C:6]([NH:8][CH:9]1[CH2:12][CH:11]([CH2:13][C:14]([O:16]CC)=O)[CH2:10]1)=[O:7])([CH3:4])([CH3:3])[CH3:2].O.[NH2:20][NH2:21].